Dataset: Catalyst prediction with 721,799 reactions and 888 catalyst types from USPTO. Task: Predict which catalyst facilitates the given reaction. (1) Reactant: [CH3:1][O:2][C:3]1[CH:4]=[C:5]2[C:10](=[CH:11][CH:12]=1)[C:9]([O:13][C:14]1[CH:19]=[CH:18][C:17]([O:20][CH2:21][CH2:22][N:23]3[CH2:28][CH2:27][CH2:26][CH2:25][CH2:24]3)=[CH:16][CH:15]=1)=[C:8]([C:29]1[CH:30]=[C:31]3[C:35](=[CH:36][CH:37]=1)[C:34](=[O:38])[O:33][CH2:32]3)[CH:7]=[CH:6]2.[ClH:39].C(OCC)C. Product: [ClH:39].[CH3:1][O:2][C:3]1[CH:4]=[C:5]2[C:10](=[CH:11][CH:12]=1)[C:9]([O:13][C:14]1[CH:15]=[CH:16][C:17]([O:20][CH2:21][CH2:22][N:23]3[CH2:28][CH2:27][CH2:26][CH2:25][CH2:24]3)=[CH:18][CH:19]=1)=[C:8]([C:29]1[CH:30]=[C:31]3[C:35](=[CH:36][CH:37]=1)[C:34](=[O:38])[O:33][CH2:32]3)[CH:7]=[CH:6]2. The catalyst class is: 4. (2) Reactant: [Cl:1][C:2]1[CH:3]=[C:4]([O:24]CC2C=CC(OC)=CC=2)[CH:5]=[C:6]2[C:10]=1[C:9](=[O:11])[N:8]([CH2:12][C:13]1[CH:18]=[CH:17][C:16]([O:19][C:20]([F:23])([F:22])[F:21])=[CH:15][CH:14]=1)[CH2:7]2. Product: [Cl:1][C:2]1[CH:3]=[C:4]([OH:24])[CH:5]=[C:6]2[C:10]=1[C:9](=[O:11])[N:8]([CH2:12][C:13]1[CH:18]=[CH:17][C:16]([O:19][C:20]([F:21])([F:22])[F:23])=[CH:15][CH:14]=1)[CH2:7]2. The catalyst class is: 330. (3) Reactant: [CH3:1][O:2][C:3](=[O:34])[CH2:4][CH2:5][C@H:6]([C@@H:8]1[C@:25]2([CH3:26])[C@H:11]([C@H:12]3[C@H:22]([CH2:23][C@@H:24]2[OH:27])[C@:20]2([CH3:21])[C@@H:15]([CH2:16][C@@H:17]([O:28]S(C)(=O)=O)[CH2:18][CH2:19]2)[CH2:14][C@H:13]3[OH:33])[CH2:10][CH2:9]1)[CH3:7].[CH2:35](O)[CH2:36][OH:37].N1C=CC=CC=1. Product: [CH3:1][O:2][C:3](=[O:34])[CH2:4][CH2:5][C@H:6]([C@@H:8]1[C@:25]2([CH3:26])[C@H:11]([C@H:12]3[C@H:22]([CH2:23][C@@H:24]2[OH:27])[C@:20]2([CH3:21])[C@@H:15]([CH2:16][C@@H:17]([O:28][CH2:35][CH2:36][OH:37])[CH2:18][CH2:19]2)[CH2:14][C@H:13]3[OH:33])[CH2:10][CH2:9]1)[CH3:7]. The catalyst class is: 25. (4) Reactant: [CH:1]([Mg]Br)=[CH2:2].[F:5][C:6]1[CH:11]=[CH:10][C:9]([N+:12]([O-])=O)=[C:8]([CH2:15][S:16][CH3:17])[CH:7]=1.[Cl-].[NH4+]. Product: [F:5][C:6]1[CH:11]=[C:10]2[C:9](=[C:8]([CH2:15][S:16][CH3:17])[CH:7]=1)[NH:12][CH:2]=[CH:1]2. The catalyst class is: 7. (5) Reactant: [OH-].[Na+].[Cl:3][C:4]1[CH:5]=[C:6]([OH:11])[CH:7]=[C:8]([Cl:10])[CH:9]=1.[Br:12][CH:13](Br)[CH3:14]. Product: [Br:12][CH2:13][CH2:14][O:11][C:6]1[CH:5]=[C:4]([Cl:3])[CH:9]=[C:8]([Cl:10])[CH:7]=1. The catalyst class is: 238. (6) Reactant: [C:1](#[N:5])[CH2:2][C:3]#[N:4].C([O-])(=O)C.[NH4+].C(O)(=O)C.[C:15]([CH2:20][C:21]([O:23][CH2:24][CH3:25])=[O:22])(=O)[CH:16]([CH3:18])[CH3:17]. Product: [C:3]([C:2]([C:1]#[N:5])=[C:15]([CH:16]([CH3:18])[CH3:17])[CH2:20][C:21]([O:23][CH2:24][CH3:25])=[O:22])#[N:4]. The catalyst class is: 93. (7) Reactant: [OH-].[Na+].[F:3][C:4]1[CH:9]=[CH:8][CH:7]=[CH:6][C:5]=1[N:10]1[C:14]([O:15][CH3:16])=[CH:13][C:12]([C:17]([O:19]C)=[O:18])=[N:11]1. Product: [F:3][C:4]1[CH:9]=[CH:8][CH:7]=[CH:6][C:5]=1[N:10]1[C:14]([O:15][CH3:16])=[CH:13][C:12]([C:17]([OH:19])=[O:18])=[N:11]1. The catalyst class is: 824. (8) Reactant: [Cl:1][C:2]1[CH:10]=[C:9]2[C:5]([C:6]3([CH2:15][CH2:14][CH2:13][CH2:12]3)[C:7](=O)[NH:8]2)=[CH:4][CH:3]=1.CO. Product: [Cl:1][C:2]1[CH:10]=[C:9]2[C:5]([C:6]3([CH2:15][CH2:14][CH2:13][CH2:12]3)[CH2:7][NH:8]2)=[CH:4][CH:3]=1. The catalyst class is: 1.